This data is from Full USPTO retrosynthesis dataset with 1.9M reactions from patents (1976-2016). The task is: Predict the reactants needed to synthesize the given product. (1) Given the product [CH:1]1([S:4]([C:7]2[N:12]=[C:11]([CH3:13])[C:10]([OH:21])=[CH:9][CH:8]=2)(=[O:6])=[O:5])[CH2:3][CH2:2]1, predict the reactants needed to synthesize it. The reactants are: [CH:1]1([S:4]([C:7]2[N:12]=[C:11]([CH3:13])[C:10](N)=[CH:9][CH:8]=2)(=[O:6])=[O:5])[CH2:3][CH2:2]1.B(F)(F)F.CC[O:21]CC.N(OC(C)(C)C)=O.C(O)(=O)C.O. (2) Given the product [CH3:14][S:15]([C:18]1[CH:23]=[CH:22][C:21]([C:24]2[N:25]=[CH:26][C:27]([O:30][CH2:31][CH:32]3[CH2:37][CH2:36][N:35]([C:11]([O:10][C:3]4[CH:4]=[CH:5][C:6]([N+:7]([O-:9])=[O:8])=[CH:1][CH:2]=4)=[O:12])[CH2:34][CH2:33]3)=[CH:28][CH:29]=2)=[CH:20][CH:19]=1)(=[O:16])=[O:17], predict the reactants needed to synthesize it. The reactants are: [CH:1]1[C:6]([N+:7]([O-:9])=[O:8])=[CH:5][CH:4]=[C:3]([O:10][C:11](Cl)=[O:12])[CH:2]=1.[CH3:14][S:15]([C:18]1[CH:23]=[CH:22][C:21]([C:24]2[CH:29]=[CH:28][C:27]([O:30][CH2:31][CH:32]3[CH2:37][CH2:36][NH:35][CH2:34][CH2:33]3)=[CH:26][N:25]=2)=[CH:20][CH:19]=1)(=[O:17])=[O:16].C(N(C(C)C)CC)(C)C. (3) Given the product [CH2:12]([C@@H:10]1[CH2:11][N:7]([CH:1]2[CH2:6][CH2:5][O:44][CH2:3][CH2:2]2)[C:8](=[O:24])[N:9]1[CH:18]1[CH2:23][CH2:22][NH:21][CH2:20][CH2:19]1)[CH:25]([CH3:27])[CH3:26], predict the reactants needed to synthesize it. The reactants are: [CH:1]1([N:7]2[CH2:11][C@@H:10]([C:12]3C=CC=CC=3)[N:9]([CH:18]3[CH2:23][CH2:22][NH:21][CH2:20][CH2:19]3)[C:8]2=[O:24])[CH2:6][CH2:5]C[CH2:3][CH2:2]1.[C:25](OC(=O)N[C@@H](CN)CC(C)C)(C)([CH3:27])[CH3:26].C([O:44]C(=O)N[C@H](C1C=CC=CC=1)CN)(C)(C)C.O1CCCCC1=O.C1(=O)CCCCC1. (4) The reactants are: [Br-:1].[Br-].[Br-].[NH+]1C=CC=CC=1.[NH+]1C=CC=CC=1.[NH+]1C=CC=CC=1.[S:22]1[CH:26]=[C:25]([C:27](=[O:29])[CH3:28])[N:24]=[CH:23]1.Br. Given the product [BrH:1].[Br:1][CH2:28][C:27]([C:25]1[N:24]=[CH:23][S:22][CH:26]=1)=[O:29], predict the reactants needed to synthesize it. (5) Given the product [CH:16]1([C:14]([N:11]2[CH2:12][CH2:13][NH:8][CH2:9][CH2:10]2)=[O:15])[CH2:17][CH2:18]1, predict the reactants needed to synthesize it. The reactants are: C([N:8]1[CH2:13][CH2:12][N:11]([C:14]([CH:16]2[CH2:18][CH2:17]2)=[O:15])[CH2:10][CH2:9]1)C1C=CC=CC=1. (6) Given the product [F:31][C:29]1[CH:28]=[C:25]([CH:24]=[C:23]([NH:22][CH2:40][C:39]2[CH:38]=[CH:37][C:36]([S:33]([CH3:32])(=[O:35])=[O:34])=[CH:43][CH:42]=2)[CH:30]=1)[C:26]#[N:27], predict the reactants needed to synthesize it. The reactants are: O1C2C=CC(CNC3C=C(C=CC=3F)C#N)=CC=2OCC1.[NH2:22][C:23]1[CH:24]=[C:25]([CH:28]=[C:29]([F:31])[CH:30]=1)[C:26]#[N:27].[CH3:32][S:33]([C:36]1[CH:43]=[CH:42][C:39]([CH:40]=O)=[CH:38][CH:37]=1)(=[O:35])=[O:34]. (7) Given the product [F:14][CH2:15][CH2:16][O:17][C:18]1[CH:23]=[CH:22][CH:21]=[CH:20][C:19]=1[N:24]1[CH2:25][CH2:26][N:27]([CH2:2][C:3]2[S:4][C:5]3[CH:11]=[CH:10][CH:9]=[CH:8][C:6]=3[N:7]=2)[CH2:28][CH2:29]1, predict the reactants needed to synthesize it. The reactants are: Br[CH2:2][C:3]1[S:4][C:5]2[CH:11]=[CH:10][CH:9]=[CH:8][C:6]=2[N:7]=1.Cl.Cl.[F:14][CH2:15][CH2:16][O:17][C:18]1[CH:23]=[CH:22][CH:21]=[CH:20][C:19]=1[N:24]1[CH2:29][CH2:28][NH:27][CH2:26][CH2:25]1.